From a dataset of Reaction yield outcomes from USPTO patents with 853,638 reactions. Predict the reaction yield, written as a fraction of the theoretical maximum amount of product (1.0 means a 100% yield; for example, 0.34 means a 34% yield). (1) The reactants are [CH2:1]([N:3]([CH3:27])[C:4]([C:6]1[CH:10]=[C:9]([C:11]2[CH:16]=[CH:15][C:14]([CH2:17][NH2:18])=[CH:13][N:12]=2)[N:8]([C:19]2[CH:20]=[N:21][C:22]([O:25][CH3:26])=[CH:23][CH:24]=2)[N:7]=1)=[O:5])[CH3:2].[CH3:28][S:29](Cl)(=[O:31])=[O:30]. No catalyst specified. The product is [CH2:1]([N:3]([CH3:27])[C:4]([C:6]1[CH:10]=[C:9]([C:11]2[CH:16]=[CH:15][C:14]([CH2:17][NH:18][S:29]([CH3:28])(=[O:31])=[O:30])=[CH:13][N:12]=2)[N:8]([C:19]2[CH:20]=[N:21][C:22]([O:25][CH3:26])=[CH:23][CH:24]=2)[N:7]=1)=[O:5])[CH3:2]. The yield is 0.600. (2) The reactants are [N:1]1[CH:6]=[CH:5][CH:4]=[CH:3][C:2]=1[CH2:7][C:8]1[C:9]([NH2:14])=[N:10][CH:11]=[CH:12][CH:13]=1.[Br:15]N1C(=O)CCC1=O. The catalyst is C(#N)C. The product is [Br:15][C:12]1[CH:13]=[C:8]([CH2:7][C:2]2[CH:3]=[CH:4][CH:5]=[CH:6][N:1]=2)[C:9]([NH2:14])=[N:10][CH:11]=1. The yield is 0.450. (3) The reactants are [F:1][C:2]1[CH:7]=[C:6]([F:8])[CH:5]=[CH:4][C:3]=1[C:9]([OH:37])([CH2:31][N:32]1[CH:36]=[N:35][N:34]=[N:33]1)[C:10]([F:30])([F:29])[C:11]1[CH:16]=[CH:15][C:14]([CH:17](O)[C:18]2[CH:23]=[CH:22][C:21]([C:24]([F:27])([F:26])[F:25])=[CH:20][CH:19]=2)=[CH:13][N:12]=1.C([SiH](CC)CC)C. The catalyst is CCO.CC([O-])=O.CC([O-])=O.[Pd+2]. The product is [F:1][C:2]1[CH:7]=[C:6]([F:8])[CH:5]=[CH:4][C:3]=1[C:9]([OH:37])([CH2:31][N:32]1[CH:36]=[N:35][N:34]=[N:33]1)[C:10]([F:30])([F:29])[C:11]1[CH:16]=[CH:15][C:14]([CH2:17][C:18]2[CH:19]=[CH:20][C:21]([C:24]([F:27])([F:25])[F:26])=[CH:22][CH:23]=2)=[CH:13][N:12]=1. The yield is 0.310. (4) The reactants are [Br:1][C:2]1[CH:7]=[CH:6][C:5]([C:8]2[NH:12][C:11]([C@@H:13]3[CH2:17][CH2:16][CH2:15][N:14]3C(OC(C)(C)C)=O)=[N:10][CH:9]=2)=[CH:4][C:3]=1[C:25]#[C:26][CH3:27].Cl.[CH3:29][O:30][C:31]([NH:33][C@@H:34]([CH:38]([CH3:40])[CH3:39])[C:35](O)=[O:36])=[O:32].CN(C(ON1N=NC2C=CC=NC1=2)=[N+](C)C)C.F[P-](F)(F)(F)(F)F.CCN(C(C)C)C(C)C. The catalyst is C(Cl)Cl.CCOC(C)=O.CN(C=O)C.CO. The product is [Br:1][C:2]1[CH:7]=[CH:6][C:5]([C:8]2[NH:12][C:11]([C@@H:13]3[CH2:17][CH2:16][CH2:15][N:14]3[C:35](=[O:36])[C@@H:34]([NH:33][C:31](=[O:32])[O:30][CH3:29])[CH:38]([CH3:40])[CH3:39])=[N:10][CH:9]=2)=[CH:4][C:3]=1[C:25]#[C:26][CH3:27]. The yield is 0.810. (5) The reactants are [OH:1][C:2]1[CH:13]=[CH:12][C:5]2[N:6]=[C:7]([C:9]([OH:11])=O)[S:8][C:4]=2[CH:3]=1.C(N(CC)CC)C.O.ON1C2C=CC=CC=2N=N1.Cl.CN(C)CCCN=C=NCC.[NH2:44][CH:45]1[CH2:50][CH2:49][N:48]([C:51]([O:53][C:54]([CH3:57])([CH3:56])[CH3:55])=[O:52])[CH2:47][CH2:46]1. The catalyst is CN(C)C=O. The product is [OH:1][C:2]1[CH:13]=[CH:12][C:5]2[N:6]=[C:7]([C:9]([NH:44][CH:45]3[CH2:46][CH2:47][N:48]([C:51]([O:53][C:54]([CH3:57])([CH3:56])[CH3:55])=[O:52])[CH2:49][CH2:50]3)=[O:11])[S:8][C:4]=2[CH:3]=1. The yield is 0.620. (6) The yield is 0.830. The reactants are [CH3:1][O:2][C:3]1[C:4]([N:18]2[CH2:23][CH2:22][O:21][CH2:20][CH2:19]2)=[N:5][C:6]([C:9]2[CH:14]=[CH:13][C:12]([N+:15]([O-])=O)=[CH:11][CH:10]=2)=[N:7][CH:8]=1. The catalyst is [Pd].CO.CC(=O)OCC. The product is [CH3:1][O:2][C:3]1[C:4]([N:18]2[CH2:23][CH2:22][O:21][CH2:20][CH2:19]2)=[N:5][C:6]([C:9]2[CH:14]=[CH:13][C:12]([NH2:15])=[CH:11][CH:10]=2)=[N:7][CH:8]=1.